Dataset: Reaction yield outcomes from USPTO patents with 853,638 reactions. Task: Predict the reaction yield, written as a fraction of the theoretical maximum amount of product (1.0 means a 100% yield; for example, 0.34 means a 34% yield). The reactants are [NH2:1][C:2]1[C:11]2[C:6](=[C:7]([NH2:12])[CH:8]=[CH:9][CH:10]=2)[CH:5]=[CH:4][CH:3]=1.[C:13]([OH:23])(=O)[CH:14]([C:16]1[CH:21]=[CH:20][CH:19]=[CH:18][CH:17]=1)[OH:15]. The catalyst is ClC1C=CC=CC=1. The product is [OH:15][CH:14]([C:16]1[CH:21]=[CH:20][CH:19]=[CH:18][CH:17]=1)[C:13]([NH:1][C:2]1[C:11]2[C:6](=[C:7]([NH:12][C:13](=[O:23])[CH:14]([C:16]3[CH:17]=[CH:18][CH:19]=[CH:20][CH:21]=3)[OH:15])[CH:8]=[CH:9][CH:10]=2)[CH:5]=[CH:4][CH:3]=1)=[O:23]. The yield is 0.550.